Dataset: Forward reaction prediction with 1.9M reactions from USPTO patents (1976-2016). Task: Predict the product of the given reaction. (1) Given the reactants [CH2:12]([Sn]([CH2:12][CH2:13][CH2:14][CH3:15])([CH2:12][CH2:13][CH2:14][CH3:15])C=C)[CH2:13][CH2:14][CH3:15].[Cl:16][C:17]1[N:18]=[N:19]C(Cl)=C[CH:22]=1.[F-].[NH4+].C(OCC)(=O)C, predict the reaction product. The product is: [Cl:16][C:17]1[N:18]=[N:19][C:13]([CH:14]=[CH2:15])=[CH:12][CH:22]=1. (2) Given the reactants [CH:1]1([CH2:4][N:5]([C@@H:13]2[CH2:15][C@H:14]2[C:16]2[CH:21]=[CH:20][CH:19]=[C:18]([C:22](=[O:32])[NH:23][CH:24]3[CH2:29][CH2:28][C:27]([F:31])([F:30])[CH2:26][CH2:25]3)[CH:17]=2)C(=O)OC(C)(C)C)[CH2:3][CH2:2]1.[ClH:33].C(OCC)(=O)C, predict the reaction product. The product is: [ClH:33].[CH:1]1([CH2:4][NH:5][C@@H:13]2[CH2:15][C@H:14]2[C:16]2[CH:17]=[C:18]([CH:19]=[CH:20][CH:21]=2)[C:22]([NH:23][CH:24]2[CH2:29][CH2:28][C:27]([F:31])([F:30])[CH2:26][CH2:25]2)=[O:32])[CH2:3][CH2:2]1. (3) Given the reactants Cl[C:2](Cl)([O:4]C(=O)OC(Cl)(Cl)Cl)Cl.Cl.[CH2:14]([C@@H:21]1[NH:27][CH2:26][C:25]2[CH:28]=[CH:29][C:30]([C:32]([O:34][CH3:35])=[O:33])=[CH:31][C:24]=2[O:23][CH2:22]1)[C:15]1[CH:20]=[CH:19][CH:18]=[CH:17][CH:16]=1.CCN(CC)CC.[NH:43]1[CH2:48][CH2:47][O:46][CH2:45][CH2:44]1, predict the reaction product. The product is: [CH2:14]([C@@H:21]1[N:27]([C:2]([N:43]2[CH2:48][CH2:47][O:46][CH2:45][CH2:44]2)=[O:4])[CH2:26][C:25]2[CH:28]=[CH:29][C:30]([C:32]([O:34][CH3:35])=[O:33])=[CH:31][C:24]=2[O:23][CH2:22]1)[C:15]1[CH:16]=[CH:17][CH:18]=[CH:19][CH:20]=1. (4) Given the reactants [F:1][C:2]1[CH:3]=[C:4]2[C:8](=[CH:9][CH:10]=1)[NH:7][CH:6]=[C:5]2[CH:11]1[CH2:15][C:14](=[O:16])[NH:13][C:12]1=[O:17].[Br:18]C1C=C2C(C=CN2)=CC=1F.C1(=O)NC(=O)C=C1, predict the reaction product. The product is: [Br:18][C:10]1[CH:9]=[C:8]2[C:4]([C:5]([CH:11]3[CH2:15][C:14](=[O:16])[NH:13][C:12]3=[O:17])=[CH:6][NH:7]2)=[CH:3][C:2]=1[F:1].